This data is from NCI-60 drug combinations with 297,098 pairs across 59 cell lines. The task is: Regression. Given two drug SMILES strings and cell line genomic features, predict the synergy score measuring deviation from expected non-interaction effect. (1) Drug 1: C1CN1C2=NC(=NC(=N2)N3CC3)N4CC4. Drug 2: C1CN(P(=O)(OC1)NCCCl)CCCl. Cell line: MCF7. Synergy scores: CSS=14.0, Synergy_ZIP=-2.32, Synergy_Bliss=-0.916, Synergy_Loewe=-15.7, Synergy_HSA=-2.31. (2) Cell line: NCI-H460. Synergy scores: CSS=-0.451, Synergy_ZIP=-1.25, Synergy_Bliss=-2.80, Synergy_Loewe=-1.43, Synergy_HSA=-2.14. Drug 1: CN(C(=O)NC(C=O)C(C(C(CO)O)O)O)N=O. Drug 2: COCCOC1=C(C=C2C(=C1)C(=NC=N2)NC3=CC=CC(=C3)C#C)OCCOC.Cl. (3) Drug 1: C1=CC(=CC=C1CCC2=CNC3=C2C(=O)NC(=N3)N)C(=O)NC(CCC(=O)O)C(=O)O. Drug 2: CC1CCC2CC(C(=CC=CC=CC(CC(C(=O)C(C(C(=CC(C(=O)CC(OC(=O)C3CCCCN3C(=O)C(=O)C1(O2)O)C(C)CC4CCC(C(C4)OC)OCCO)C)C)O)OC)C)C)C)OC. Cell line: OVCAR3. Synergy scores: CSS=30.1, Synergy_ZIP=-8.98, Synergy_Bliss=-7.57, Synergy_Loewe=-2.71, Synergy_HSA=-1.24. (4) Drug 1: CC1C(C(=O)NC(C(=O)N2CCCC2C(=O)N(CC(=O)N(C(C(=O)O1)C(C)C)C)C)C(C)C)NC(=O)C3=C4C(=C(C=C3)C)OC5=C(C(=O)C(=C(C5=N4)C(=O)NC6C(OC(=O)C(N(C(=O)CN(C(=O)C7CCCN7C(=O)C(NC6=O)C(C)C)C)C)C(C)C)C)N)C. Drug 2: CCCCCOC(=O)NC1=NC(=O)N(C=C1F)C2C(C(C(O2)C)O)O. Cell line: CCRF-CEM. Synergy scores: CSS=1.15, Synergy_ZIP=-1.82, Synergy_Bliss=1.08, Synergy_Loewe=-3.88, Synergy_HSA=-3.50. (5) Drug 1: CCCCCOC(=O)NC1=NC(=O)N(C=C1F)C2C(C(C(O2)C)O)O. Drug 2: CS(=O)(=O)CCNCC1=CC=C(O1)C2=CC3=C(C=C2)N=CN=C3NC4=CC(=C(C=C4)OCC5=CC(=CC=C5)F)Cl. Cell line: BT-549. Synergy scores: CSS=-2.09, Synergy_ZIP=2.29, Synergy_Bliss=1.31, Synergy_Loewe=-2.22, Synergy_HSA=-2.29. (6) Synergy scores: CSS=36.4, Synergy_ZIP=3.66, Synergy_Bliss=2.40, Synergy_Loewe=-33.2, Synergy_HSA=-1.97. Drug 1: CC1=C(C=C(C=C1)C(=O)NC2=CC(=CC(=C2)C(F)(F)F)N3C=C(N=C3)C)NC4=NC=CC(=N4)C5=CN=CC=C5. Cell line: SN12C. Drug 2: CC1C(C(CC(O1)OC2CC(CC3=C2C(=C4C(=C3O)C(=O)C5=CC=CC=C5C4=O)O)(C(=O)C)O)N)O.